This data is from Catalyst prediction with 721,799 reactions and 888 catalyst types from USPTO. The task is: Predict which catalyst facilitates the given reaction. (1) Reactant: [F:1][C:2]1[CH:3]=[CH:4][C:5]([O:8][CH2:9][CH:10]2[CH2:15][CH:14]3[NH:16][CH:11]2[CH2:12][CH2:13]3)=[N:6][CH:7]=1.[S:17]1[CH:21]=[CH:20][CH:19]=[C:18]1[C:22]1[CH:30]=[CH:29][CH:28]=[CH:27][C:23]=1[C:24](Cl)=[O:25]. Product: [F:1][C:2]1[CH:3]=[CH:4][C:5]([O:8][CH2:9][CH:10]2[CH2:15][CH:14]3[N:16]([C:24]([C:23]4[CH:27]=[CH:28][CH:29]=[CH:30][C:22]=4[C:18]4[S:17][CH:21]=[CH:20][CH:19]=4)=[O:25])[CH:11]2[CH2:12][CH2:13]3)=[N:6][CH:7]=1. The catalyst class is: 2. (2) Reactant: F[C:2]1[CH:3]=[CH:4][C:5]([N+:9]([O-:11])=[O:10])=[C:6]([CH3:8])[CH:7]=1.CN1CCCC1=O.[NH2:19][CH2:20][CH:21]([OH:24])[CH2:22][OH:23]. Product: [N+:9]([C:5]1[CH:4]=[CH:3][C:2]([NH:19][CH2:20][CH:21]([OH:24])[CH2:22][OH:23])=[CH:7][C:6]=1[CH3:8])([O-:11])=[O:10]. The catalyst class is: 66. (3) The catalyst class is: 7. Reactant: [O:1]1[C:5]2[CH:6]=[CH:7][C:8]([C:10]3[O:14][N:13]=[CH:12][C:11]=3[CH2:15][CH2:16][C:17](OC)=[O:18])=[CH:9][C:4]=2[O:3][CH2:2]1.[H-].C([Al+]CC(C)C)C(C)C.Cl. Product: [O:1]1[C:5]2[CH:6]=[CH:7][C:8]([C:10]3[O:14][N:13]=[CH:12][C:11]=3[CH2:15][CH2:16][CH2:17][OH:18])=[CH:9][C:4]=2[O:3][CH2:2]1. (4) Reactant: O1[CH2:6][CH2:5][O:4][CH2:3][CH2:2]1.O.C(=O)([O-])[O-].[Ca+2].[OH-].[Na+].[Cl:15][C:16]1[CH:21]=[C:20]([CH2:22][OH:23])[CH:19]=[C:18]([OH:24])[C:17]=1[C:25]([C:27]1[CH:32]=CC(OC)=[CH:29][CH:28]=1)=[O:26]. Product: [Cl:15][C:16]1[CH:21]=[C:20]([CH2:22][OH:23])[CH:19]=[C:18]([OH:24])[C:17]=1[C:25]([C:27]1[CH:32]=[CH:6][C:5]([O:4][CH2:3][CH3:2])=[CH:29][CH:28]=1)=[O:26]. The catalyst class is: 5. (5) Reactant: [C:1]([O:5][C:6]([N:8]1[CH2:13][CH2:12][CH:11]([CH2:14][OH:15])[CH2:10][CH2:9]1)=[O:7])([CH3:4])([CH3:3])[CH3:2].C[N+]1([O-])CCOCC1. Product: [C:1]([O:5][C:6]([N:8]1[CH2:13][CH2:12][CH:11]([CH:14]=[O:15])[CH2:10][CH2:9]1)=[O:7])([CH3:4])([CH3:3])[CH3:2]. The catalyst class is: 678. (6) Reactant: [OH-].[Li+].[C:3]1([CH2:9][CH2:10][CH2:11][NH:12][C:13]2[N:23]=[CH:22][CH:21]=[CH:20][C:14]=2[C:15]([O:17]CC)=[O:16])[CH:8]=[CH:7][CH:6]=[CH:5][CH:4]=1. Product: [C:3]1([CH2:9][CH2:10][CH2:11][NH:12][C:13]2[N:23]=[CH:22][CH:21]=[CH:20][C:14]=2[C:15]([OH:17])=[O:16])[CH:8]=[CH:7][CH:6]=[CH:5][CH:4]=1. The catalyst class is: 20. (7) Reactant: [CH2:1]([NH:3][C:4]([C:6]1[C:10](I)=[C:9]([C:12]2[CH:17]=[C:16]([CH2:18][CH:19]([CH3:21])[CH3:20])[C:15]([O:22][CH2:23][C:24]3[CH:29]=[CH:28][CH:27]=[CH:26][CH:25]=3)=[CH:14][C:13]=2[O:30][CH2:31][C:32]2[CH:37]=[CH:36][CH:35]=[CH:34][CH:33]=2)[O:8][N:7]=1)=[O:5])[CH3:2].C([O-])([O-])=O.[Na+].[Na+].[CH:44]([C:46]1[CH:51]=[CH:50][C:49](B(O)O)=[CH:48][CH:47]=1)=[O:45]. Product: [CH2:1]([NH:3][C:4]([C:6]1[C:10]([C:49]2[CH:50]=[CH:51][C:46]([CH:44]=[O:45])=[CH:47][CH:48]=2)=[C:9]([C:12]2[CH:17]=[C:16]([CH2:18][CH:19]([CH3:21])[CH3:20])[C:15]([O:22][CH2:23][C:24]3[CH:29]=[CH:28][CH:27]=[CH:26][CH:25]=3)=[CH:14][C:13]=2[O:30][CH2:31][C:32]2[CH:37]=[CH:36][CH:35]=[CH:34][CH:33]=2)[O:8][N:7]=1)=[O:5])[CH3:2]. The catalyst class is: 233. (8) Reactant: [CH2:1]([N:8]1[CH2:15][CH2:14][CH2:13][C@H:9]1[C:10]([OH:12])=O)[C:2]1[CH:7]=[CH:6][CH:5]=[CH:4][CH:3]=1.C1C=CC2N(O)N=NC=2C=1.[CH2:26]([CH:33]1[CH2:38][CH2:37][NH:36][CH2:35][CH2:34]1)[C:27]1[CH:32]=[CH:31][CH:30]=[CH:29][CH:28]=1.C(Cl)C[Cl:41]. Product: [ClH:41].[CH2:26]([CH:33]1[CH2:38][CH2:37][N:36]([C:10]([C@@H:9]2[CH2:13][CH2:14][CH2:15][N:8]2[CH2:1][C:2]2[CH:3]=[CH:4][CH:5]=[CH:6][CH:7]=2)=[O:12])[CH2:35][CH2:34]1)[C:27]1[CH:32]=[CH:31][CH:30]=[CH:29][CH:28]=1. The catalyst class is: 4. (9) Reactant: Cl[C:2]1[N:3]=[C:4]([CH2:22][CH2:23][CH3:24])[C:5]([CH2:8][C:9]2[N:13]([C:14]3[N:21]=[CH:20][CH:19]=[CH:18][C:15]=3[C:16]#[N:17])[N:12]=[CH:11][CH:10]=2)=[N:6][CH:7]=1. Product: [CH2:22]([C:4]1[C:5]([CH2:8][C:9]2[N:13]([C:14]3[N:21]=[CH:20][CH:19]=[CH:18][C:15]=3[C:16]#[N:17])[N:12]=[CH:11][CH:10]=2)=[N:6][CH:7]=[CH:2][N:3]=1)[CH2:23][CH3:24]. The catalyst class is: 50.